From a dataset of Peptide-MHC class I binding affinity with 185,985 pairs from IEDB/IMGT. Regression. Given a peptide amino acid sequence and an MHC pseudo amino acid sequence, predict their binding affinity value. This is MHC class I binding data. (1) The peptide sequence is VVLQQHSIA. The MHC is HLA-A29:02 with pseudo-sequence HLA-A29:02. The binding affinity (normalized) is 0.0575. (2) The peptide sequence is AEWGWTATM. The MHC is BoLA-D18.4 with pseudo-sequence BoLA-D18.4. The binding affinity (normalized) is 0.763. (3) The peptide sequence is KQEHETSWHY. The MHC is HLA-B15:01 with pseudo-sequence HLA-B15:01. The binding affinity (normalized) is 0.553. (4) The peptide sequence is RVYKNYDPR. The MHC is HLA-B48:01 with pseudo-sequence HLA-B48:01. The binding affinity (normalized) is 0.0847. (5) The peptide sequence is NIMEFCKAY. The MHC is HLA-B08:01 with pseudo-sequence HLA-B08:01. The binding affinity (normalized) is 0.0847. (6) The peptide sequence is LHPLARTAK. The MHC is HLA-A11:01 with pseudo-sequence HLA-A11:01. The binding affinity (normalized) is 0.109. (7) The peptide sequence is HFINMTGNHF. The MHC is Mamu-B17 with pseudo-sequence Mamu-B17. The binding affinity (normalized) is 0.375. (8) The MHC is HLA-A02:12 with pseudo-sequence HLA-A02:12. The peptide sequence is KCNPNLHYW. The binding affinity (normalized) is 0.0847. (9) The MHC is HLA-A26:02 with pseudo-sequence HLA-A26:02. The binding affinity (normalized) is 0.692. The peptide sequence is EIINNGISY. (10) The peptide sequence is SSLRYGNVL. The MHC is HLA-A80:01 with pseudo-sequence HLA-A80:01. The binding affinity (normalized) is 0.0847.